This data is from Forward reaction prediction with 1.9M reactions from USPTO patents (1976-2016). The task is: Predict the product of the given reaction. (1) Given the reactants COC1C=CC(C[N:8]([C:32]2[S:33][CH:34]=[CH:35][N:36]=2)[S:9]([C:12]2[CH:13]=[CH:14][C:15]3[N:20]([C:21]4[CH:30]=[CH:29][CH:28]=[CH:27][C:22]=4[C:23]([O:25][CH3:26])=[O:24])[CH2:19][CH2:18][O:17][C:16]=3[CH:31]=2)(=[O:11])=[O:10])=CC=1.C(O)(C(F)(F)F)=O, predict the reaction product. The product is: [S:33]1[CH:34]=[CH:35][N:36]=[C:32]1[NH:8][S:9]([C:12]1[CH:13]=[CH:14][C:15]2[N:20]([C:21]3[CH:30]=[CH:29][CH:28]=[CH:27][C:22]=3[C:23]([O:25][CH3:26])=[O:24])[CH2:19][CH2:18][O:17][C:16]=2[CH:31]=1)(=[O:10])=[O:11]. (2) Given the reactants [CH2:1]([CH:3]([O:6][C:7]1[CH:8]=[CH:9][C:10]([N+:22]([O-])=O)=[C:11]([CH2:13][NH:14][C:15](=[O:21])[O:16][C:17]([CH3:20])([CH3:19])[CH3:18])[CH:12]=1)[CH2:4][CH3:5])[CH3:2].[Cl-].[NH4+].C(O)C, predict the reaction product. The product is: [NH2:22][C:10]1[CH:9]=[CH:8][C:7]([O:6][CH:3]([CH2:4][CH3:5])[CH2:1][CH3:2])=[CH:12][C:11]=1[CH2:13][NH:14][C:15](=[O:21])[O:16][C:17]([CH3:18])([CH3:20])[CH3:19].